From a dataset of Reaction yield outcomes from USPTO patents with 853,638 reactions. Predict the reaction yield, written as a fraction of the theoretical maximum amount of product (1.0 means a 100% yield; for example, 0.34 means a 34% yield). (1) The reactants are Br[C:2]1[NH:10][C:9]2[C:8](=[O:11])[N:7]3[C:12]([CH3:15])=[N:13][N:14]=[C:6]3[N:5]([CH2:16][CH2:17][CH2:18][CH2:19][CH3:20])[C:4]=2[N:3]=1.[C:21]1(B(O)O)[CH:26]=[CH:25][CH:24]=[CH:23][CH:22]=1.C(=O)([O-])[O-].[Na+].[Na+]. The catalyst is O.COCCOC.[Pd].C1(P(C2C=CC=CC=2)C2C=CC=CC=2)C=CC=CC=1.C1(P(C2C=CC=CC=2)C2C=CC=CC=2)C=CC=CC=1.C1(P(C2C=CC=CC=2)C2C=CC=CC=2)C=CC=CC=1.C1(P(C2C=CC=CC=2)C2C=CC=CC=2)C=CC=CC=1. The product is [CH3:15][C:12]1[N:7]2[C:8](=[O:11])[C:9]3[NH:10][C:2]([C:21]4[CH:26]=[CH:25][CH:24]=[CH:23][CH:22]=4)=[N:3][C:4]=3[N:5]([CH2:16][CH2:17][CH2:18][CH2:19][CH3:20])[C:6]2=[N:14][N:13]=1. The yield is 0.160. (2) The reactants are [C:1]1(=[O:7])[CH2:6][CH2:5][CH2:4][CH:3]=[CH:2]1.[CH2:8]([SH:24])[CH2:9][CH2:10][CH2:11][CH2:12][CH2:13][CH2:14][CH2:15][CH2:16][CH2:17][CH2:18][CH2:19][CH2:20][CH2:21][CH2:22][CH3:23]. The catalyst is [OH-].[Na+].C1COCC1. The product is [CH2:8]([S:24][CH:3]1[CH2:4][CH2:5][CH2:6][C:1](=[O:7])[CH2:2]1)[CH2:9][CH2:10][CH2:11][CH2:12][CH2:13][CH2:14][CH2:15][CH2:16][CH2:17][CH2:18][CH2:19][CH2:20][CH2:21][CH2:22][CH3:23]. The yield is 0.700. (3) The reactants are CCN(C(C)C)C(C)C.[Br:10][C:11]1[CH:19]=[CH:18][C:14]([C:15]([OH:17])=O)=[CH:13][CH:12]=1.CN(C(ON1N=NC2C=CC=CC1=2)=[N+](C)C)C.[B-](F)(F)(F)F.[CH3:42][NH:43][C@@H:44]([CH2:51][CH3:52])[CH2:45][N:46]1[CH2:49][CH:48]([OH:50])[CH2:47]1. The catalyst is C1COCC1. The yield is 0.560. The product is [Br:10][C:11]1[CH:12]=[CH:13][C:14]([C:15]([N:43]([C@@H:44]([CH2:51][CH3:52])[CH2:45][N:46]2[CH2:47][CH:48]([OH:50])[CH2:49]2)[CH3:42])=[O:17])=[CH:18][CH:19]=1. (4) The reactants are [CH3:1][N:2]([CH2:4][CH:5]1[CH:11]2[CH2:12][CH:8]([CH2:9][CH2:10]2)[CH:7]=[C:6]1[C:13]1[CH:14]=[C:15]([OH:19])[CH:16]=[CH:17][CH:18]=1)[CH3:3]. The catalyst is CO.[Pd]. The product is [CH3:3][N:2]([CH2:4][CH:5]1[CH:6]([C:13]2[CH:14]=[C:15]([OH:19])[CH:16]=[CH:17][CH:18]=2)[CH2:7][CH:8]2[CH2:12][CH:11]1[CH2:10][CH2:9]2)[CH3:1]. The yield is 1.00. (5) The reactants are [Br:1][C:2]1[CH:3]=[C:4]2[C:9](=[CH:10][CH:11]=1)[N:8]([C:12](=O)[CH2:13][N:14]([CH2:16][CH3:17])[CH3:15])[CH2:7][CH2:6][CH2:5]2. The catalyst is C1COCC1.CO. The product is [Br:1][C:2]1[CH:3]=[C:4]2[C:9](=[CH:10][CH:11]=1)[N:8]([CH2:12][CH2:13][N:14]([CH2:16][CH3:17])[CH3:15])[CH2:7][CH2:6][CH2:5]2. The yield is 0.890. (6) The catalyst is [Cu]I. The product is [N:3]1[CH:4]=[CH:5][CH:6]=[CH:7][C:2]=1[C:11]#[C:10][CH2:9][CH2:8][OH:12]. The reactants are Br[C:2]1[CH:7]=[CH:6][CH:5]=[CH:4][N:3]=1.[CH2:8]([OH:12])[CH2:9][C:10]#[CH:11]. The yield is 0.770. (7) The reactants are C([N:8]1[CH2:16][C:15]2[C:10](=[CH:11][CH:12]=[C:13]([N+:17]([O-])=O)[CH:14]=2)[CH2:9]1)C1C=CC=CC=1.[ClH:20]. The catalyst is CCO.[OH-].[OH-].[Pd+2]. The product is [NH2:17][C:13]1[CH:14]=[C:15]2[C:10](=[CH:11][CH:12]=1)[CH2:9][NH:8][CH2:16]2.[ClH:20]. The yield is 0.360.